This data is from CYP2D6 substrate classification data from Carbon-Mangels et al.. The task is: Regression/Classification. Given a drug SMILES string, predict its absorption, distribution, metabolism, or excretion properties. Task type varies by dataset: regression for continuous measurements (e.g., permeability, clearance, half-life) or binary classification for categorical outcomes (e.g., BBB penetration, CYP inhibition). Dataset: cyp2d6_substrate_carbonmangels. (1) The compound is COC(=O)C1=C(C)NC(C)=C(C(=O)OCC(C)=O)[C@@H]1c1ccccc1[N+](=O)[O-]. The result is 0 (non-substrate). (2) The result is 1 (substrate). The compound is CCOP(=S)(OCC)Oc1nc(Cl)c(Cl)cc1Cl. (3) The compound is COc1ccccc1OCCNC[C@H](O)COc1cccc2[nH]c3ccccc3c12. The result is 1 (substrate). (4) The drug is C[C@@H](Cc1ccccc1)N(C)Cc1ccccc1. The result is 0 (non-substrate). (5) The molecule is Cc1cccc(C)c1NC(=O)CN1CCCC1=O. The result is 0 (non-substrate).